This data is from Reaction yield outcomes from USPTO patents with 853,638 reactions. The task is: Predict the reaction yield, written as a fraction of the theoretical maximum amount of product (1.0 means a 100% yield; for example, 0.34 means a 34% yield). (1) The reactants are C1(P(C2C=CC=CC=2)C2C=CC=CC=2)C=CC=CC=1.BrN1C(=O)CCC1=O.[Cl:28][C:29]1[CH:30]=[C:31]([CH:44]([CH2:48][CH:49]2[CH2:54][CH2:53][CH2:52][CH2:51][CH2:50]2)[C:45](O)=[O:46])[CH:32]=[CH:33][C:34]=1[N:35]1[C:39]([C:40]([F:43])([F:42])[F:41])=[N:38][N:37]=[N:36]1.[NH2:55][C:56]1[S:57][CH:58]=[CH:59][N:60]=1. The catalyst is C(Cl)Cl. The product is [Cl:28][C:29]1[CH:30]=[C:31]([CH:44]([CH2:48][CH:49]2[CH2:54][CH2:53][CH2:52][CH2:51][CH2:50]2)[C:45]([NH:55][C:56]2[S:57][CH:58]=[CH:59][N:60]=2)=[O:46])[CH:32]=[CH:33][C:34]=1[N:35]1[C:39]([C:40]([F:43])([F:42])[F:41])=[N:38][N:37]=[N:36]1. The yield is 0.180. (2) The reactants are [N-:1]([S:9]([C:12]([F:15])([F:14])[F:13])(=[O:11])=[O:10])[S:2]([C:5]([F:8])([F:7])[F:6])(=[O:4])=[O:3].[Li+].[Br-].[CH3:18][N+:19]1[CH:23]=[CH:22][N:21]([CH2:24][CH2:25][CH2:26][CH2:27][CH2:28][CH2:29][CH2:30][CH2:31][CH2:32][CH3:33])[CH:20]=1.ClCCl. The catalyst is O. The product is [N-:1]([S:2]([C:5]([F:8])([F:6])[F:7])(=[O:4])=[O:3])[S:9]([C:12]([F:15])([F:14])[F:13])(=[O:11])=[O:10].[CH3:18][N+:19]1[CH:23]=[CH:22][N:21]([CH2:24][CH2:25][CH2:26][CH2:27][CH2:28][CH2:29][CH2:30][CH2:31][CH2:32][CH3:33])[CH:20]=1. The yield is 0.960.